The task is: Predict the reaction yield, written as a fraction of the theoretical maximum amount of product (1.0 means a 100% yield; for example, 0.34 means a 34% yield).. This data is from Reaction yield outcomes from USPTO patents with 853,638 reactions. (1) The reactants are [CH2:1]([O:8][C:9]1[CH:32]=[CH:31][C:12]([O:13][CH2:14][CH:15]([OH:30])[CH2:16][N:17]2[CH2:22][CH2:21][C:20]([C:24]3[CH:29]=[CH:28][CH:27]=[CH:26][CH:25]=3)([OH:23])[CH2:19][CH2:18]2)=[CH:11][CH:10]=1)C1C=CC=CC=1.C([O:40][C:41]1[CH:51]=[CH:50][C:44](OCC2CO2)=[CH:43][CH:42]=1)C1C=CC=CC=1.OC1(C2C=CC=CC=2)CC[NH:56]CC1.C([O-])([O-])=O.[K+].[K+]. The catalyst is CC#N. The product is [O:40]1[C:41]2[CH:51]=[CH:50][CH:44]=[CH:43][C:42]=2[N:56]=[C:1]1[O:8][C:9]1[CH:10]=[CH:11][C:12]([O:13][CH2:14][CH:15]([OH:30])[CH2:16][N:17]2[CH2:18][CH2:19][C:20]([C:24]3[CH:25]=[CH:26][CH:27]=[CH:28][CH:29]=3)([OH:23])[CH2:21][CH2:22]2)=[CH:31][CH:32]=1. The yield is 0.560. (2) The catalyst is O. The yield is 0.680. The reactants are [Cl:1][C:2]1[N:3]=[CH:4][NH:5][CH:6]=1.Cl[C:8]1[CH:13]=[CH:12][C:11]([N+:14]([O-:16])=[O:15])=[CH:10][N:9]=1.C(=O)([O-])[O-].[K+].[K+].C(#N)C. The product is [Cl:1][C:2]1[N:3]=[CH:4][N:5]([C:8]2[CH:13]=[CH:12][C:11]([N+:14]([O-:16])=[O:15])=[CH:10][N:9]=2)[CH:6]=1.